Predict which catalyst facilitates the given reaction. From a dataset of Catalyst prediction with 721,799 reactions and 888 catalyst types from USPTO. The catalyst class is: 2. Reactant: C1(P(C2C=CC=CC=2)C2C=CC=CC=2)C=CC=CC=1.N1C=CN=C1.[I:25]I.O[CH2:28][CH2:29][CH2:30][N:31]([CH:41]([CH3:43])[CH3:42])[S:32]([C:35]1[CH:40]=[CH:39][CH:38]=[CH:37][CH:36]=1)(=[O:34])=[O:33]. Product: [I:25][CH2:28][CH2:29][CH2:30][N:31]([CH:41]([CH3:43])[CH3:42])[S:32]([C:35]1[CH:40]=[CH:39][CH:38]=[CH:37][CH:36]=1)(=[O:34])=[O:33].